From a dataset of Forward reaction prediction with 1.9M reactions from USPTO patents (1976-2016). Predict the product of the given reaction. (1) The product is: [Cl:1][C:2]1[C:7]2[CH2:8][CH:9]([CH3:22])[N:10]3[C:15]([C:6]=2[CH:5]=[CH:4][C:3]=1[O:23][CH3:24])=[CH:14][C:13](=[O:16])[C:12]([C:17]([OH:19])=[O:18])=[CH:11]3. Given the reactants [Cl:1][C:2]1[C:7]2[CH2:8][CH:9]([CH3:22])[N:10]3[C:15]([C:6]=2[CH:5]=[CH:4][C:3]=1[O:23][CH3:24])=[CH:14][C:13](=[O:16])[C:12]([C:17]([O:19]CC)=[O:18])=[CH:11]3.[OH-].[Na+].Cl, predict the reaction product. (2) Given the reactants [CH2:1]([C:4]1[CH:9]=[CH:8][CH:7]=[CH:6][CH:5]=1)[CH2:2][CH3:3].[Br:10]Br, predict the reaction product. The product is: [Br:10][C:5]1[CH:6]=[CH:7][CH:8]=[CH:9][C:4]=1[CH2:1][CH2:2][CH3:3]. (3) Given the reactants [CH2:1]([O:3][C:4]1[CH:12]=[CH:11][C:10]([C:13]([F:16])([F:15])[F:14])=[CH:9][C:5]=1[C:6]([OH:8])=O)[CH3:2].[C:17]([O:23][CH2:24][CH3:25])(=[O:22])[CH2:18]C([O-])=O.[K+].[Mg+2].[Cl-].[Cl-].C(N(CC)CC)C, predict the reaction product. The product is: [CH2:1]([O:3][C:4]1[CH:12]=[CH:11][C:10]([C:13]([F:16])([F:15])[F:14])=[CH:9][C:5]=1[C:6](=[O:8])[CH2:18][C:17]([O:23][CH2:24][CH3:25])=[O:22])[CH3:2]. (4) Given the reactants [Si:1]([O:8][CH2:9][C:10]1[N:15]=[C:14]([CH2:16][CH2:17][C:18]([OH:20])=O)[CH:13]=[CH:12][CH:11]=1)([C:4]([CH3:7])([CH3:6])[CH3:5])([CH3:3])[CH3:2].[NH:21]1[CH2:26][CH2:25][O:24][CH2:23][CH2:22]1.CCN=C=NCCCN(C)C.C(N(CC)CC)C, predict the reaction product. The product is: [Si:1]([O:8][CH2:9][C:10]1[N:15]=[C:14]([CH2:16][CH2:17][C:18]([N:21]2[CH2:26][CH2:25][O:24][CH2:23][CH2:22]2)=[O:20])[CH:13]=[CH:12][CH:11]=1)([C:4]([CH3:5])([CH3:6])[CH3:7])([CH3:2])[CH3:3]. (5) Given the reactants N1C=CN=[C:2]1[NH:6][C:7]([C:9]1[C:17]2[N:16]=[C:15]([NH:18][C:19]([C:21]3[N:22]=[CH:23][C:24]4[C:29]([CH:30]=3)=[CH:28][CH:27]=[CH:26][CH:25]=4)=[O:20])[NH:14][C:13]=2[CH:12]=[CH:11][CH:10]=1)=[O:8].CN(C(ON1N=NC2C=CC=CC1=2)=[N+](C)C)C.F[P-](F)(F)(F)(F)F.CCN(C(C)C)C(C)C.[F:64][C:65]1[CH:73]=[CH:72][C:68]([CH2:69]NC)=[CH:67][CH:66]=1, predict the reaction product. The product is: [F:64][C:65]1[CH:73]=[CH:72][C:68]([CH2:69][N:6]([CH3:2])[C:7]([C:9]2[C:17]3[NH:16][C:15]([NH:18][C:19]([C:21]4[N:22]=[CH:23][C:24]5[C:29]([CH:30]=4)=[CH:28][CH:27]=[CH:26][CH:25]=5)=[O:20])=[N:14][C:13]=3[CH:12]=[CH:11][CH:10]=2)=[O:8])=[CH:67][CH:66]=1. (6) Given the reactants [I:1][CH2:2][CH2:3][CH2:4][CH2:5][CH2:6][CH2:7]I.[N:9]1[C:18]2[C:13](=[CH:14][CH:15]=[CH:16][CH:17]=2)[CH:12]=[CH:11][CH:10]=1, predict the reaction product. The product is: [I-:1].[I-:1].[CH2:2]([N+:9]1[C:18]2[C:13](=[CH:14][CH:15]=[CH:16][CH:17]=2)[CH:12]=[CH:11][CH:10]=1)[CH2:3][CH2:4][CH2:5][CH2:6][CH2:7][N+:9]1[C:18]2[C:13](=[CH:14][CH:15]=[CH:16][CH:17]=2)[CH:12]=[CH:11][CH:10]=1. (7) Given the reactants [NH2:1][C:2]1[C:11]2[C:6](=[CH:7][CH:8]=[CH:9][CH:10]=2)[CH:5]=[CH:4][C:3]=1[C:12]([OH:21])([C:17]([F:20])([F:19])[F:18])[C:13]([F:16])([F:15])[F:14].[C:22](Cl)(=[O:28])[CH2:23][CH2:24][CH2:25][CH2:26][CH3:27], predict the reaction product. The product is: [F:20][C:17]([F:18])([F:19])[C:12]([C:3]1[CH:4]=[CH:5][C:6]2[C:11](=[CH:10][CH:9]=[CH:8][CH:7]=2)[C:2]=1[NH:1][C:22](=[O:28])[CH2:23][CH2:24][CH2:25][CH2:26][CH3:27])([OH:21])[C:13]([F:14])([F:15])[F:16].